This data is from CYP2C19 inhibition data for predicting drug metabolism from PubChem BioAssay. The task is: Regression/Classification. Given a drug SMILES string, predict its absorption, distribution, metabolism, or excretion properties. Task type varies by dataset: regression for continuous measurements (e.g., permeability, clearance, half-life) or binary classification for categorical outcomes (e.g., BBB penetration, CYP inhibition). Dataset: cyp2c19_veith. (1) The drug is COC(=O)N1CCC[C@@]2(CCN(c3ncccn3)C2)C1. The result is 0 (non-inhibitor). (2) The compound is Cc1nc2ncnn2c(C)c1CCC(=O)Nc1ccc(S(=O)(=O)N2CCCCCC2)cc1. The result is 0 (non-inhibitor). (3) The drug is Cc1cccc(OCCSCc2nc3ccccc3[nH]2)c1. The result is 1 (inhibitor). (4) The compound is COc1cccc(Cn2c(=O)c(C)nc3cnc(N(C)C)nc32)c1. The result is 1 (inhibitor). (5) The compound is O=C(c1ccccc1)c1ccc(OCCn2cnc3ccccc3c2=O)cc1. The result is 1 (inhibitor).